From a dataset of Catalyst prediction with 721,799 reactions and 888 catalyst types from USPTO. Predict which catalyst facilitates the given reaction. (1) Reactant: Cl[C:2]1[N:7]=[C:6]([N:8]([CH3:15])[CH:9]2[CH2:14][CH2:13][O:12][CH2:11][CH2:10]2)[CH:5]=[C:4]([Cl:16])[N:3]=1.C([O-])([O-])=O.[Na+].[Na+].[C:23]([O:27][C:28](=[O:58])[N:29]([CH2:31][CH:32]([O:50][Si:51]([C:54]([CH3:57])([CH3:56])[CH3:55])([CH3:53])[CH3:52])[CH2:33][O:34][C:35]1[CH:40]=[CH:39][CH:38]=[C:37](B2OC(C)(C)C(C)(C)O2)[CH:36]=1)[CH3:30])([CH3:26])([CH3:25])[CH3:24]. Product: [C:23]([O:27][C:28](=[O:58])[N:29]([CH2:31][CH:32]([O:50][Si:51]([C:54]([CH3:57])([CH3:56])[CH3:55])([CH3:52])[CH3:53])[CH2:33][O:34][C:35]1[CH:36]=[CH:37][CH:38]=[C:39]([C:2]2[N:3]=[C:4]([Cl:16])[CH:5]=[C:6]([N:8]([CH3:15])[CH:9]3[CH2:14][CH2:13][O:12][CH2:11][CH2:10]3)[N:7]=2)[CH:40]=1)[CH3:30])([CH3:24])([CH3:26])[CH3:25]. The catalyst class is: 70. (2) Reactant: [C:1]([O:5][C:6]([N:8]1[CH2:13][CH2:12][CH:11]([C:14](=[O:25])[NH:15][C:16]2[CH:21]=[C:20]([O:22][CH3:23])[CH:19]=[CH:18][C:17]=2[Br:24])[CH2:10][CH2:9]1)=[O:7])([CH3:4])([CH3:3])[CH3:2].[H-].[Na+].[CH2:28](I)[CH3:29]. Product: [C:1]([O:5][C:6]([N:8]1[CH2:9][CH2:10][CH:11]([C:14](=[O:25])[N:15]([C:16]2[CH:21]=[C:20]([O:22][CH3:23])[CH:19]=[CH:18][C:17]=2[Br:24])[CH2:28][CH3:29])[CH2:12][CH2:13]1)=[O:7])([CH3:4])([CH3:2])[CH3:3]. The catalyst class is: 9.